Dataset: Catalyst prediction with 721,799 reactions and 888 catalyst types from USPTO. Task: Predict which catalyst facilitates the given reaction. (1) Reactant: [Cl:1][C:2]1[CH:3]=[CH:4][C:5]([C:24](OC)=[O:25])=[C:6]2[C:10]=1[N:9]=[C:8]1[N:11]([C:15]3[CH:20]=[CH:19][C:18]([O:21][CH3:22])=[CH:17][C:16]=3[Cl:23])[CH2:12][CH2:13][CH2:14][N:7]21.[BH4-].[Li+].[Li]. Product: [Cl:1][C:2]1[C:10]2[N:9]=[C:8]3[N:11]([C:15]4[CH:20]=[CH:19][C:18]([O:21][CH3:22])=[CH:17][C:16]=4[Cl:23])[CH2:12][CH2:13][CH2:14][N:7]3[C:6]=2[C:5]([CH2:24][OH:25])=[CH:4][CH:3]=1. The catalyst class is: 7. (2) The catalyst class is: 66. Product: [F:10][C:11]1[CH:12]=[C:13]([CH:24]=[CH:25][CH:26]=1)[CH2:14][O:15][C:16]1[CH:23]=[CH:22][C:19]([CH:20]=[N:2][C@H:3]([CH3:4])[C:5]([NH2:7])=[O:6])=[CH:18][CH:17]=1. Reactant: Cl.[NH2:2][C@@H:3]([C:5]([NH2:7])=[O:6])[CH3:4].CO.[F:10][C:11]1[CH:12]=[C:13]([CH:24]=[CH:25][CH:26]=1)[CH2:14][O:15][C:16]1[CH:23]=[CH:22][C:19]([CH:20]=O)=[CH:18][CH:17]=1. (3) Reactant: [Si:1]([O:8][CH2:9][CH2:10][CH2:11][CH2:12][N:13]1[C:21]2[CH:20]=[CH:19][N:18]=[CH:17][C:16]=2[CH:15]=[C:14]1[C:22](OCC)=[O:23])([C:4]([CH3:7])([CH3:6])[CH3:5])([CH3:3])[CH3:2].[H-].[H-].[H-].[H-].[Li+].[Al+3]. Product: [Si:1]([O:8][CH2:9][CH2:10][CH2:11][CH2:12][N:13]1[C:21]2[CH:20]=[CH:19][N:18]=[CH:17][C:16]=2[CH:15]=[C:14]1[CH2:22][OH:23])([C:4]([CH3:7])([CH3:5])[CH3:6])([CH3:3])[CH3:2]. The catalyst class is: 1.